This data is from Full USPTO retrosynthesis dataset with 1.9M reactions from patents (1976-2016). The task is: Predict the reactants needed to synthesize the given product. (1) The reactants are: N#N.[NH2:3][C:4]1[C:8]([Br:9])=[CH:7][NH:6][N:5]=1.CN(/[CH:13]=[C:14](\[Cl:19])/[CH:15]=[N+](C)C)C.F[P-](F)(F)(F)(F)F.C(O)C. Given the product [Br:9][C:8]1[CH:7]=[N:6][N:5]2[CH:15]=[C:14]([Cl:19])[CH:13]=[N:3][C:4]=12, predict the reactants needed to synthesize it. (2) The reactants are: C(O[C:6](=[O:19])[NH:7][C@@H:8]([CH2:12][C:13]1[CH:18]=[CH:17][CH:16]=[CH:15][CH:14]=1)[C@@H:9]([OH:11])[CH3:10])(C)(C)C.[H-].[Na+].Br[CH2:23][C:24]1[CH:29]=[C:28]([C:30]([F:33])([F:32])[F:31])[CH:27]=[CH:26][C:25]=1[C:34]1[CH:39]=[C:38]([CH:40]([CH3:42])[CH3:41])[C:37]([F:43])=[CH:36][C:35]=1[O:44][CH3:45]. Given the product [CH2:12]([C@H:8]1[C@@H:9]([CH3:10])[O:11][C:6](=[O:19])[N:7]1[CH2:23][C:24]1[CH:29]=[C:28]([C:30]([F:31])([F:32])[F:33])[CH:27]=[CH:26][C:25]=1[C:34]1[CH:39]=[C:38]([CH:40]([CH3:42])[CH3:41])[C:37]([F:43])=[CH:36][C:35]=1[O:44][CH3:45])[C:13]1[CH:14]=[CH:15][CH:16]=[CH:17][CH:18]=1, predict the reactants needed to synthesize it.